Dataset: NCI-60 drug combinations with 297,098 pairs across 59 cell lines. Task: Regression. Given two drug SMILES strings and cell line genomic features, predict the synergy score measuring deviation from expected non-interaction effect. Drug 1: C1CC(C1)(C(=O)O)C(=O)O.[NH2-].[NH2-].[Pt+2]. Drug 2: CN(CCCl)CCCl.Cl. Cell line: MCF7. Synergy scores: CSS=11.4, Synergy_ZIP=-4.80, Synergy_Bliss=-0.0778, Synergy_Loewe=-2.21, Synergy_HSA=0.331.